From a dataset of Catalyst prediction with 721,799 reactions and 888 catalyst types from USPTO. Predict which catalyst facilitates the given reaction. (1) Reactant: [O:1]1[C:5]([C:6]2[S:10][C:9]([C:11]#[C:12][C:13]#[C:14][C:15]3[CH:24]=[CH:23][C:18]([C:19]([O:21]C)=[O:20])=[CH:17][CH:16]=3)=[CH:8][CH:7]=2)=[CH:4][N:3]=[CH:2]1.C1COCC1.[OH-].[Na+]. Product: [O:1]1[C:5]([C:6]2[S:10][C:9]([C:11]#[C:12][C:13]#[C:14][C:15]3[CH:16]=[CH:17][C:18]([C:19]([OH:21])=[O:20])=[CH:23][CH:24]=3)=[CH:8][CH:7]=2)=[CH:4][N:3]=[CH:2]1. The catalyst class is: 5. (2) Reactant: [CH2:1]([O:3][C:4]1[CH:11]=[CH:10][C:7]([CH2:8][Cl:9])=[CH:6][CH:5]=1)[CH3:2].S(Cl)(Cl)=O.[CH2:16](OC1C=CC(CO)=CC=1)[CH2:17][CH2:18][CH2:19]CC. Product: [CH2:1]([O:3][C:4]1[CH:11]=[CH:10][C:7]([CH2:8][Cl:9])=[CH:6][CH:5]=1)[CH2:2][CH2:16][CH2:17][CH2:18][CH3:19]. The catalyst class is: 2.